Dataset: Catalyst prediction with 721,799 reactions and 888 catalyst types from USPTO. Task: Predict which catalyst facilitates the given reaction. The catalyst class is: 11. Product: [Cl:28][C:29]1[CH:35]=[C:34]([CH3:36])[CH:33]=[CH:32][C:30]=1[NH:31][C:23]([C:15]1[C:16]2[O:20][C:19]([CH3:21])([CH3:22])[CH2:18][C:17]=2[C:11]2[NH:10][C:9]([NH:8][C:7]3[C:2]([Cl:1])=[CH:3][N:4]=[CH:5][C:6]=3[Cl:27])=[N:13][C:12]=2[CH:14]=1)=[O:25]. Reactant: [Cl:1][C:2]1[CH:3]=[N:4][CH:5]=[C:6]([Cl:27])[C:7]=1[NH:8][C:9]1[NH:10][C:11]2[C:17]3[CH2:18][C:19]([CH3:22])([CH3:21])[O:20][C:16]=3[C:15]([C:23]([O:25]C)=O)=[CH:14][C:12]=2[N:13]=1.[Cl:28][C:29]1[CH:35]=[C:34]([CH3:36])[CH:33]=[CH:32][C:30]=1[NH2:31].C[Al](C)C.